Dataset: Full USPTO retrosynthesis dataset with 1.9M reactions from patents (1976-2016). Task: Predict the reactants needed to synthesize the given product. (1) Given the product [CH:1]1([C:5]2[S:6][C:7]([C:10]3[CH:15]=[CH:14][CH:13]=[CH:12][C:11]=3[NH2:16])=[N:8][N:9]=2)[CH2:2][CH2:3][CH2:4]1, predict the reactants needed to synthesize it. The reactants are: [CH:1]1([C:5]2[S:6][C:7]([C:10]3[CH:15]=[CH:14][CH:13]=[CH:12][C:11]=3[N+:16]([O-])=O)=[N:8][N:9]=2)[CH2:4][CH2:3][CH2:2]1.O.[Cl-].[NH4+]. (2) Given the product [CH3:1][N:2]1[C:10]2[C:5](=[CH:6][C:7]([CH3:11])=[CH:8][CH:9]=2)[C:4]([C:12]([N:14]2[CH2:19][CH2:18][N:17]([C:20]3[N:21]=[CH:22][C:23]([C:26]([OH:28])=[O:27])=[N:24][CH:25]=3)[CH2:16][CH2:15]2)=[O:13])=[C:3]1[C:30]1[CH:35]=[CH:34][CH:33]=[CH:32][CH:31]=1, predict the reactants needed to synthesize it. The reactants are: [CH3:1][N:2]1[C:10]2[C:5](=[CH:6][C:7]([CH3:11])=[CH:8][CH:9]=2)[C:4]([C:12]([N:14]2[CH2:19][CH2:18][N:17]([C:20]3[N:21]=[CH:22][C:23]([C:26]([O:28]C)=[O:27])=[N:24][CH:25]=3)[CH2:16][CH2:15]2)=[O:13])=[C:3]1[C:30]1[CH:35]=[CH:34][CH:33]=[CH:32][CH:31]=1.Cl. (3) Given the product [CH3:1][O:2][C:3]1[CH:8]=[C:7]([N+:9]([O-:11])=[O:10])[CH:6]=[CH:5][C:4]=1[C:12]1[O:16][CH:15]=[N:14][C:13]=1[C:17]([OH:19])=[O:18], predict the reactants needed to synthesize it. The reactants are: [CH3:1][O:2][C:3]1[CH:8]=[C:7]([N+:9]([O-:11])=[O:10])[CH:6]=[CH:5][C:4]=1[C:12]1[O:16][CH:15]=[N:14][C:13]=1[C:17]([O:19]CC)=[O:18].[OH-].[K+].S(=O)(=O)(O)O. (4) Given the product [F:1][C:2]1[C:10]([N+:11]([O-:13])=[O:12])=[CH:9][C:8]([F:14])=[CH:7][C:3]=1[C:4]([O:6][CH3:15])=[O:5], predict the reactants needed to synthesize it. The reactants are: [F:1][C:2]1[C:10]([N+:11]([O-:13])=[O:12])=[CH:9][C:8]([F:14])=[CH:7][C:3]=1[C:4]([OH:6])=[O:5].[CH3:15]O. (5) The reactants are: C[N+](CCOP(O[CH2:12][C@H:13]([OH:16])[CH2:14]O)([O-])=O)(C)C.C1N([C@@H:22]2[O:26][C@H:25]([CH2:27]OP([O-])(CP([O-])(O)=O)=O)[C@@H:24](O)[C@H:23]2O)C2NC(N)=NC(=O)C=2N=1.[Na+].[Na+].[OH:47][CH2:48][CH2:49][N+](C)(C)C.[CH2:54](N(CC(O)CS(O)(=O)=O)C1C=CC=C(C)C=1)C.[Na].CCN(C1C=C(C)C=CC=1)CC(O)CS([O-])(=O)=O.[Na+].CC1N(C)N(C2C=CC=CC=2)C(=O)C=1N.[NH2:107][C@H:108]([C:110]([OH:112])=O)[CH3:109]. Given the product [C:48]([N:107]1[C:108]2[CH:109]=[CH:12][C:13]([OH:16])=[CH:14][C:110]=2[O:112][C:23]2[C:22]1=[CH:54][CH:27]=[C:25]([OH:26])[CH:24]=2)(=[O:47])[CH3:49], predict the reactants needed to synthesize it. (6) Given the product [CH3:1][O:2][C:3]([C@H:5]1[CH2:10][N:9]([S:11]([C:14]2[CH:22]=[C:21]3[C:17]([C:18]([Cl:32])=[CH:19][NH:20]3)=[CH:16][CH:15]=2)(=[O:12])=[O:13])[CH2:8][C:7](=[O:33])[N:6]1[CH2:34][CH:35]1[CH2:36][CH2:37][N:38]([C:41]2[CH:46]=[CH:45][C:44](=[O:47])[N:43]([CH3:48])[N:42]=2)[CH2:39][CH2:40]1)=[O:4], predict the reactants needed to synthesize it. The reactants are: [CH3:1][O:2][C:3]([C@H:5]1[CH2:10][N:9]([S:11]([C:14]2[CH:22]=[C:21]3[C:17]([C:18]([Cl:32])=[CH:19][N:20]3S(C3C=CC=CC=3)(=O)=O)=[CH:16][CH:15]=2)(=[O:13])=[O:12])[CH2:8][C:7](=[O:33])[N:6]1[CH2:34][CH:35]1[CH2:40][CH2:39][N:38]([C:41]2[CH:46]=[CH:45][C:44](=[O:47])[N:43]([CH3:48])[N:42]=2)[CH2:37][CH2:36]1)=[O:4].[F-].C([N+](CCCC)(CCCC)CCCC)CCC. (7) The reactants are: [OH:1][CH:2]([C:6]1[CH:11]=[CH:10][C:9]([C:12]2[N:16]=[C:15]([C:17]3[O:21][N:20]=[C:19]([C:22]4[CH:27]=[CH:26][CH:25]=[CH:24][CH:23]=4)[C:18]=3[C:28]([F:31])([F:30])[F:29])[O:14][N:13]=2)=[CH:8][CH:7]=1)[C:3](O)=[O:4].[NH2:32][CH2:33][C:34]1[N:35]=[C:36]([NH2:39])[S:37][CH:38]=1.CN1CC[O:44]CC1.CN(C(ON1N=NC2C=CC=NC1=2)=[N+](C)C)C.F[P-](F)(F)(F)(F)F.CN([CH:74]=[O:75])C. Given the product [NH2:39][C:36]1[S:37][CH:38]=[C:34]([CH2:33][NH:32][C:3](=[O:4])[CH:2]([OH:1])[C:6]2[CH:11]=[CH:10][C:9]([C:12]3[N:16]=[C:15]([C:17]4[O:21][N:20]=[C:19]([C:22]5[CH:23]=[CH:24][CH:25]=[CH:26][CH:27]=5)[C:18]=4[C:28]([F:29])([F:30])[F:31])[O:14][N:13]=3)=[CH:8][CH:7]=2)[N:35]=1.[C:74]([OH:75])([C:28]([F:31])([F:30])[F:29])=[O:44], predict the reactants needed to synthesize it.